The task is: Predict the product of the given reaction.. This data is from Forward reaction prediction with 1.9M reactions from USPTO patents (1976-2016). (1) Given the reactants Br[C:2]1[CH:3]=[CH:4][C:5]([Cl:22])=[C:6]([S:8]([NH:11][C:12]2[CH:17]=[CH:16][C:15]([C:18]([F:21])([F:20])[F:19])=[CH:14][N:13]=2)(=[O:10])=[O:9])[CH:7]=1.[CH3:23][C:24]1[C:29](B2OC(C)(C)C(C)(C)O2)=[CH:28][N:27]=[C:26]([NH2:39])[N:25]=1.C([O-])([O-])=O.[Na+].[Na+].C(Cl)Cl, predict the reaction product. The product is: [NH2:39][C:26]1[N:25]=[C:24]([CH3:23])[C:29]([C:2]2[CH:3]=[CH:4][C:5]([Cl:22])=[C:6]([S:8]([NH:11][C:12]3[CH:17]=[CH:16][C:15]([C:18]([F:21])([F:20])[F:19])=[CH:14][N:13]=3)(=[O:10])=[O:9])[CH:7]=2)=[CH:28][N:27]=1. (2) Given the reactants [CH2:1]([C:3]1[NH:4][CH:5]=[C:6]([CH3:8])[N:7]=1)[CH3:2].[CH2:9]([N:18]=[C:19]=[O:20])[CH2:10][CH2:11][CH2:12][CH2:13][CH2:14][N:15]=[C:16]=[O:17], predict the reaction product. The product is: [CH2:1]([C:3]1[NH:4][CH:5]=[C:6]([CH3:8])[N:7]=1)[CH3:2].[CH2:9]([N:18]=[C:19]=[O:20])[CH2:10][CH2:11][CH2:12][CH2:13][CH2:14][N:15]=[C:16]=[O:17]. (3) Given the reactants [NH2:1][C@H:2]1[C:11]2[C:6](=[CH:7][CH:8]=[CH:9][CH:10]=2)[N:5]([C:12](=[O:14])[CH3:13])[C@@H:4]([CH3:15])[C@@H:3]1[CH3:16].Br[C:18]1[CH:19]=[C:20]([N:24]2[CH2:29][CH2:28][O:27][CH2:26][CH2:25]2)[CH:21]=[CH:22][CH:23]=1.CC(C)([O-])C.[Na+].CC(C1C=C(C(C)C)C(C2C(P(C3CCCCC3)C3CCCCC3)=C(OC)C=CC=2OC)=C(C(C)C)C=1)C, predict the reaction product. The product is: [CH3:15][C@H:4]1[C@H:3]([CH3:16])[C@@H:2]([NH:1][C:18]2[CH:23]=[CH:22][CH:21]=[C:20]([N:24]3[CH2:25][CH2:26][O:27][CH2:28][CH2:29]3)[CH:19]=2)[C:11]2[C:6](=[CH:7][CH:8]=[CH:9][CH:10]=2)[N:5]1[C:12](=[O:14])[CH3:13].